This data is from Full USPTO retrosynthesis dataset with 1.9M reactions from patents (1976-2016). The task is: Predict the reactants needed to synthesize the given product. (1) Given the product [CH3:24][O:23][C:20]1[CH:21]=[CH:22][C:17]([CH2:16][N:15]([CH2:14][C:13]2[CH:12]=[CH:11][C:10]([O:9][CH3:8])=[CH:26][CH:25]=2)[C:28]2[C:33]([N+:34]([O-:36])=[O:35])=[C:32]([NH:37][CH2:38][CH2:39][C:40]3[CH:45]=[CH:44][CH:43]=[CH:42][CH:41]=3)[CH:31]=[C:30]([CH2:46][CH2:47][CH2:48][CH2:49][CH3:50])[N:29]=2)=[CH:18][CH:19]=1, predict the reactants needed to synthesize it. The reactants are: C(N(CC)CC)C.[CH3:8][O:9][C:10]1[CH:26]=[CH:25][C:13]([CH2:14][NH:15][CH2:16][C:17]2[CH:22]=[CH:21][C:20]([O:23][CH3:24])=[CH:19][CH:18]=2)=[CH:12][CH:11]=1.Cl[C:28]1[C:33]([N+:34]([O-:36])=[O:35])=[C:32]([NH:37][CH2:38][CH2:39][C:40]2[CH:45]=[CH:44][CH:43]=[CH:42][CH:41]=2)[CH:31]=[C:30]([CH2:46][CH2:47][CH2:48][CH2:49][CH3:50])[N:29]=1. (2) Given the product [F:25][C:21]1[C:22]([F:24])=[CH:23][C:18]([C:15]2[CH:14]=[CH:13][C:12]([O:11][CH2:10][C:8]3[CH:9]=[C:4]([CH2:3][OH:2])[CH:5]=[N:6][CH:7]=3)=[CH:17][CH:16]=2)=[C:19]([O:26][CH3:27])[CH:20]=1, predict the reactants needed to synthesize it. The reactants are: C[O:2][C:3](=O)[C:4]1[CH:9]=[C:8]([CH2:10][O:11][C:12]2[CH:17]=[CH:16][C:15]([C:18]3[CH:23]=[C:22]([F:24])[C:21]([F:25])=[CH:20][C:19]=3[O:26][CH3:27])=[CH:14][CH:13]=2)[CH:7]=[N:6][CH:5]=1.[H-].[Al+3].[Li+].[H-].[H-].[H-]. (3) Given the product [C:28]([O:31][C:32](=[O:33])[NH:26][C:23]1[CH:22]=[CH:21][C:20]([S:19][C:5]2[CH:6]=[CH:7][C:8]([O:10][CH:11]([C:13]3[CH:18]=[CH:17][CH:16]=[CH:15][CH:14]=3)[CH3:12])=[CH:9][C:4]=2[N+:1]([O-:3])=[O:2])=[CH:25][CH:24]=1)([CH3:30])([CH3:29])[CH3:27], predict the reactants needed to synthesize it. The reactants are: [N+:1]([C:4]1[CH:9]=[C:8]([O:10][CH:11]([C:13]2[CH:18]=[CH:17][CH:16]=[CH:15][CH:14]=2)[CH3:12])[CH:7]=[CH:6][C:5]=1[S:19][C:20]1[CH:25]=[CH:24][C:23]([NH2:26])=[CH:22][CH:21]=1)([O-:3])=[O:2].[CH3:27][C:28]([O:31][C:32](O[C:32]([O:31][C:28]([CH3:30])([CH3:29])[CH3:27])=[O:33])=[O:33])([CH3:30])[CH3:29]. (4) Given the product [Br:27][C:7]1[C:8](=[O:21])[N:9]([CH2:12][C:13]2[CH:18]=[CH:17][C:16]([F:19])=[CH:15][C:14]=2[F:20])[CH:10]=[CH:11][C:6]=1[O:5][CH2:4][C:3]1[CH:22]=[CH:23][C:24]([F:26])=[CH:25][C:2]=1[F:1], predict the reactants needed to synthesize it. The reactants are: [F:1][C:2]1[CH:25]=[C:24]([F:26])[CH:23]=[CH:22][C:3]=1[CH2:4][O:5][C:6]1[CH:11]=[CH:10][N:9]([CH2:12][C:13]2[CH:18]=[CH:17][C:16]([F:19])=[CH:15][C:14]=2[F:20])[C:8](=[O:21])[CH:7]=1.[Br:27]Br. (5) Given the product [C:1]1([CH2:7][C:8]([NH:10][C@H:11]([C:13]([NH:16][CH:17]2[CH2:24][CH2:23][CH2:22][NH:21][C:19](=[O:20])[CH2:18]2)=[O:15])[CH3:12])=[O:9])[CH:2]=[CH:3][CH:4]=[CH:5][CH:6]=1, predict the reactants needed to synthesize it. The reactants are: [C:1]1([CH2:7][C:8]([NH:10][C@H:11]([C:13]([OH:15])=O)[CH3:12])=[O:9])[CH:6]=[CH:5][CH:4]=[CH:3][CH:2]=1.[NH2:16][CH:17]1[CH2:24][CH2:23][CH2:22][NH:21][C:19](=[O:20])[CH2:18]1. (6) Given the product [C:11]([O:10][C:9]([N:8]([C@H:16]1[CH2:24][O:23][CH2:22][C@H:21]([CH2:25][C:26]2[C:35]3[C:30](=[CH:31][CH:32]=[CH:33][CH:34]=3)[CH:29]=[CH:28][CH:27]=2)[C@@H:20]([O:36][C:50]2[CH:51]=[CH:52][C:47]([CH3:68])=[CH:48][CH:49]=2)[C@H:19]([CH3:37])[O:18][C:17]1=[O:38])[C:6](=[O:7])[O:5][C:1]([CH3:2])([CH3:3])[CH3:4])=[O:15])([CH3:13])([CH3:14])[CH3:12], predict the reactants needed to synthesize it. The reactants are: [C:1]([O:5][C:6]([N:8]([C@H:16]1[CH2:24][O:23][CH2:22][C@H:21]([CH2:25][C:26]2[C:35]3[C:30](=[CH:31][CH:32]=[CH:33][CH:34]=3)[CH:29]=[CH:28][CH:27]=2)[C@@H:20]([OH:36])[C@H:19]([CH3:37])[O:18][C:17]1=[O:38])[C:9](=[O:15])[O:10][C:11]([CH3:14])([CH3:13])[CH3:12])=[O:7])([CH3:4])([CH3:3])[CH3:2].C(O)(=O)C.C(O)(=O)C.[C:47]1([CH3:68])[CH:52]=[CH:51][CH:50]=[CH:49][C:48]=1[Bi]([C:48]1[CH:49]=[CH:50][CH:51]=[CH:52][C:47]=1[CH3:68])[C:48]1[CH:49]=[CH:50][CH:51]=[CH:52][C:47]=1[CH3:68].C1(N(C)C2CCCCC2)CCCCC1. (7) The reactants are: [OH:1][CH2:2][CH2:3][NH:4][C:5]1[N:10]=[CH:9][C:8]([CH:11]([CH3:15])[C:12]([OH:14])=O)=[CH:7][CH:6]=1.CCN(C(C)C)C(C)C.ON1C2C=CC=CC=2N=N1.CN(C(ON1N=NC2C=CC=CC1=2)=[N+](C)C)C.[B-](F)(F)(F)F.[CH3:57][CH:58]1[CH2:63][CH2:62][N:61]([C:64]2[C:69]([CH2:70][NH2:71])=[CH:68][CH:67]=[C:66]([C:72]([F:75])([F:74])[F:73])[N:65]=2)[CH2:60][CH2:59]1. Given the product [OH:1][CH2:2][CH2:3][NH:4][C:5]1[N:10]=[CH:9][C:8]([CH:11]([CH3:15])[C:12]([NH:71][CH2:70][C:69]2[C:64]([N:61]3[CH2:62][CH2:63][CH:58]([CH3:57])[CH2:59][CH2:60]3)=[N:65][C:66]([C:72]([F:75])([F:73])[F:74])=[CH:67][CH:68]=2)=[O:14])=[CH:7][CH:6]=1, predict the reactants needed to synthesize it.